From a dataset of Forward reaction prediction with 1.9M reactions from USPTO patents (1976-2016). Predict the product of the given reaction. (1) Given the reactants [Cl:1][C:2]1[CH:3]=[C:4]([CH:18]=[C:19]([Cl:21])[CH:20]=1)[CH2:5][C:6]1[C:7]([CH2:16][CH3:17])=[N:8][N:9]([CH2:13][CH2:14][NH2:15])[C:10]=1[CH2:11][CH3:12].C(N(CC)CC)C.[O:29]=[C:30]1[NH:35][C:34](=[O:36])[C:33]([S:37](Cl)(=[O:39])=[O:38])=[CH:32][NH:31]1, predict the reaction product. The product is: [Cl:1][C:2]1[CH:3]=[C:4]([CH:18]=[C:19]([Cl:21])[CH:20]=1)[CH2:5][C:6]1[C:7]([CH2:16][CH3:17])=[N:8][N:9]([CH2:13][CH2:14][NH:15][S:37]([C:33]2[C:34](=[O:36])[NH:35][C:30](=[O:29])[NH:31][CH:32]=2)(=[O:38])=[O:39])[C:10]=1[CH2:11][CH3:12]. (2) Given the reactants N#N.[C:3]([O:7][C:8]([NH:10][CH:11]([CH:15]([C:17]1[CH:22]=[CH:21][C:20]([O:23][CH3:24])=[CH:19][CH:18]=1)[CH3:16])[C:12](O)=O)=[O:9])([CH3:6])([CH3:5])[CH3:4].CCN(C(C)C)C(C)C.CN(C(ON1N=NC2C=CC=NC1=2)=[N+](C)C)C.F[P-](F)(F)(F)(F)F.[C:58]1([NH2:65])[C:59]([NH2:64])=[CH:60][CH:61]=[CH:62][CH:63]=1, predict the reaction product. The product is: [NH:64]1[C:59]2[CH:60]=[CH:61][CH:62]=[CH:63][C:58]=2[N:65]=[C:12]1[CH:11]([NH:10][C:8](=[O:9])[O:7][C:3]([CH3:6])([CH3:5])[CH3:4])[CH:15]([C:17]1[CH:22]=[CH:21][C:20]([O:23][CH3:24])=[CH:19][CH:18]=1)[CH3:16]. (3) Given the reactants BrC1C([C@@H](N[C:20](=[O:37])[CH2:21][N:22]2[C:26]3[C:27]([F:32])([F:31])[C@@H:28]4[CH2:30][C@@H:29]4[C:25]=3[C:24]([C:33](F)([F:35])[F:34])=[N:23]2)CC2C=C(F)C=C(F)C=2)=NC(Br)=CC=1.[NH2:38][C@H:39]([C:49]1[C:54]([C:55]2[CH:56]=[CH:57][C:58]([Cl:70])=[C:59]3[C:63]=2[N:62]([CH3:64])[N:61]=[C:60]3[NH:65][S:66]([CH3:69])(=[O:68])=[O:67])=[CH:53][CH:52]=[C:51]([C:71]#[C:72][C:73]2([OH:79])[CH2:76][C:75]([F:78])([F:77])[CH2:74]2)[N:50]=1)[CH2:40][C:41]1[CH:46]=[C:45]([F:47])[CH:44]=[C:43]([F:48])[CH:42]=1.FC(F)C1C2[C@H]3C[C@H]3C(F)(F)C=2N(CC(O)=O)N=1, predict the reaction product. The product is: [Cl:70][C:58]1[CH:57]=[CH:56][C:55]([C:54]2[C:49]([C@@H:39]([NH:38][C:20](=[O:37])[CH2:21][N:22]3[C:26]4[C:27]([F:31])([F:32])[C@@H:28]5[CH2:30][C@@H:29]5[C:25]=4[C:24]([CH:33]([F:35])[F:34])=[N:23]3)[CH2:40][C:41]3[CH:42]=[C:43]([F:48])[CH:44]=[C:45]([F:47])[CH:46]=3)=[N:50][C:51]([C:71]#[C:72][C:73]3([OH:79])[CH2:74][C:75]([F:78])([F:77])[CH2:76]3)=[CH:52][CH:53]=2)=[C:63]2[C:59]=1[C:60]([NH:65][S:66]([CH3:69])(=[O:67])=[O:68])=[N:61][N:62]2[CH3:64]. (4) Given the reactants [C:1]([C:3]([CH3:14])([CH3:13])[CH2:4][NH:5][C:6](=[O:12])[O:7][C:8]([CH3:11])([CH3:10])[CH3:9])#[N:2].[N-:15]=[N+:16]=[N-:17].[Na+].[NH4+].[Cl-], predict the reaction product. The product is: [CH3:13][C:3]([C:1]1[NH:17][N:16]=[N:15][N:2]=1)([CH3:14])[CH2:4][NH:5][C:6](=[O:12])[O:7][C:8]([CH3:9])([CH3:11])[CH3:10].